This data is from Reaction yield outcomes from USPTO patents with 853,638 reactions. The task is: Predict the reaction yield, written as a fraction of the theoretical maximum amount of product (1.0 means a 100% yield; for example, 0.34 means a 34% yield). (1) The reactants are ClCCl.[C:4](=O)([O:32]C1C=CC([N+]([O-])=O)=CC=1)[O:5][CH2:6][C:7]1[C:8]([CH2:23][C:24]2[CH:29]=[C:28]([F:30])[CH:27]=[CH:26][C:25]=2[F:31])=[N:9][C:10]([S:13]([C:16]2[CH:21]=[CH:20][C:19]([Cl:22])=[CH:18][CH:17]=2)(=[O:15])=[O:14])=[CH:11][CH:12]=1.CN1CCOCC1.[CH2:50]([NH2:57])[C:51]1[CH:56]=[CH:55][CH:54]=[CH:53][CH:52]=1. The catalyst is CCCCCC. The product is [CH2:50]([NH:57][C:4](=[O:32])[O:5][CH2:6][C:7]1[C:8]([CH2:23][C:24]2[CH:29]=[C:28]([F:30])[CH:27]=[CH:26][C:25]=2[F:31])=[N:9][C:10]([S:13]([C:16]2[CH:21]=[CH:20][C:19]([Cl:22])=[CH:18][CH:17]=2)(=[O:14])=[O:15])=[CH:11][CH:12]=1)[C:51]1[CH:56]=[CH:55][CH:54]=[CH:53][CH:52]=1. The yield is 0.680. (2) The reactants are Cl.[CH:2]1([C:5]2[N:9]([CH2:10][C:11]3[CH:16]=[CH:15][C:14]([O:17][CH3:18])=[CH:13][CH:12]=3)[N:8]=[C:7]([C:19](=[NH:21])[NH2:20])[C:6]=2[CH3:22])[CH2:4][CH2:3]1.N1CCCCC1.C[N:30](C)[CH:31](N(C)C)[CH:32]([O:35][CH3:36])[C:33]#N. The catalyst is CC(C)CCO. The product is [CH:2]1([C:5]2[N:9]([CH2:10][C:11]3[CH:16]=[CH:15][C:14]([O:17][CH3:18])=[CH:13][CH:12]=3)[N:8]=[C:7]([C:19]3[N:20]=[C:31]([NH2:30])[C:32]([O:35][CH3:36])=[CH:33][N:21]=3)[C:6]=2[CH3:22])[CH2:3][CH2:4]1. The yield is 0.960. (3) The reactants are [CH3:1][C:2]1([CH3:19])[C:6]([CH3:8])([CH3:7])[O:5][B:4]([C:9]2[CH:10]=[C:11]([CH2:15][C:16](O)=[O:17])[CH:12]=[CH:13][CH:14]=2)[O:3]1.C1C=CC2N(O)N=NC=2C=1.[NH:30]1[CH2:35][CH2:34][CH:33]([C:36]2[CH:37]=[C:38]([CH:51]=[CH:52][CH:53]=2)[CH2:39][NH:40][C:41](=[O:50])[O:42][CH2:43][C:44]2[CH:49]=[CH:48][CH:47]=[CH:46][CH:45]=2)[CH2:32][CH2:31]1.CCN(C(C)C)C(C)C. The catalyst is CN(C=O)C.C(OC(=O)C)C. The product is [CH3:7][C:6]1([CH3:8])[C:2]([CH3:1])([CH3:19])[O:3][B:4]([C:9]2[CH:10]=[C:11]([CH2:15][C:16]([N:30]3[CH2:35][CH2:34][CH:33]([C:36]4[CH:37]=[C:38]([CH:51]=[CH:52][CH:53]=4)[CH2:39][NH:40][C:41](=[O:50])[O:42][CH2:43][C:44]4[CH:49]=[CH:48][CH:47]=[CH:46][CH:45]=4)[CH2:32][CH2:31]3)=[O:17])[CH:12]=[CH:13][CH:14]=2)[O:5]1. The yield is 0.100. (4) The reactants are C(OC(=O)[NH:6][C:7]1[CH:12]=[CH:11][CH:10]=[C:9]([C:13]2[N:14]=[C:15]([CH:25]3[CH2:30][CH2:29][O:28][CH2:27][CH2:26]3)[S:16][C:17]=2[C:18]2[CH:23]=[CH:22][N:21]=[C:20]([Cl:24])[N:19]=2)[C:8]=1[F:31])C=C.CC(O)=O.C([SnH](CCCC)CCCC)CCC. The catalyst is C(Cl)Cl.Cl[Pd](Cl)([P](C1C=CC=CC=1)(C1C=CC=CC=1)C1C=CC=CC=1)[P](C1C=CC=CC=1)(C1C=CC=CC=1)C1C=CC=CC=1. The product is [Cl:24][C:20]1[N:19]=[C:18]([C:17]2[S:16][C:15]([CH:25]3[CH2:30][CH2:29][O:28][CH2:27][CH2:26]3)=[N:14][C:13]=2[C:9]2[C:8]([F:31])=[C:7]([CH:12]=[CH:11][CH:10]=2)[NH2:6])[CH:23]=[CH:22][N:21]=1. The yield is 0.978. (5) The product is [CH2:1]([C:5]1[CH:13]=[CH:12][C:8]([C:9]([NH:21][C:22]2[CH:31]=[CH:30][C:29]([N+:32]([O-:34])=[O:33])=[CH:28][C:23]=2[C:24]([O:26][CH3:27])=[O:25])=[O:10])=[CH:7][CH:6]=1)[CH2:2][CH2:3][CH3:4]. The reactants are [CH2:1]([C:5]1[CH:13]=[CH:12][C:8]([C:9](Cl)=[O:10])=[CH:7][CH:6]=1)[CH2:2][CH2:3][CH3:4].C(N(CC)CC)C.[NH2:21][C:22]1[CH:31]=[CH:30][C:29]([N+:32]([O-:34])=[O:33])=[CH:28][C:23]=1[C:24]([O:26][CH3:27])=[O:25].C(#N)C. The catalyst is CO. The yield is 0.870. (6) The product is [C:28]([C:23]1[CH:24]=[CH:25][CH:26]=[CH:27][C:22]=1[C:19]1[CH:20]=[CH:21][C:16]([CH2:15][C:12]2[C:13](=[O:14])[N:8]([C@H:5]3[CH2:6][CH2:7][C@H:2]([O:1][CH:40]([CH2:41][CH3:42])[C:39]([O:38][CH2:36][CH3:37])=[O:45])[CH2:3][CH2:4]3)[C:9]3[N:10]([N:33]=[CH:34][N:35]=3)[C:11]=2[CH2:30][CH2:31][CH3:32])=[CH:17][CH:18]=1)#[N:29]. The yield is 0.710. The reactants are [OH:1][C@H:2]1[CH2:7][CH2:6][C@H:5]([N:8]2[C:13](=[O:14])[C:12]([CH2:15][C:16]3[CH:21]=[CH:20][C:19]([C:22]4[C:23]([C:28]#[N:29])=[CH:24][CH:25]=[CH:26][CH:27]=4)=[CH:18][CH:17]=3)=[C:11]([CH2:30][CH2:31][CH3:32])[N:10]3[N:33]=[CH:34][N:35]=[C:9]23)[CH2:4][CH2:3]1.[CH2:36]([O:38][C:39](=[O:45])[C:40](=[N+]=[N-])[CH2:41][CH3:42])[CH3:37].O. The catalyst is C1(C)C=CC=CC=1.C([O-])(=O)C.[Rh+2].C([O-])(=O)C. (7) The reactants are Cl.[CH:2]1[CH:10]=[CH:9][C:8]2[CH2:11][CH2:12][N:6]3[C:7]=2[C:3]=1[C:4]1[CH2:16][NH:15][CH2:14][CH2:13][C:5]=13.[BH4-].[Na+].[OH-].[Na+]. The catalyst is C(O)(C(F)(F)F)=O. The product is [CH:2]1[CH:10]=[CH:9][C:8]2[CH2:11][CH2:12][N:6]3[C:7]=2[C:3]=1[C@H:4]1[CH2:16][NH:15][CH2:14][CH2:13][C@H:5]13. The yield is 1.00. (8) The reactants are [F:1][C:2]1[CH:7]=[CH:6][C:5]([C:8]([CH3:19])([CH3:18])[CH2:9][NH:10][C:11]2[S:15][N:14]=[C:13]([C:16]#[N:17])[N:12]=2)=[CH:4][CH:3]=1.C([O-])([O-])=[O:21].[K+].[K+].OO. The catalyst is CS(C)=O. The product is [F:1][C:2]1[CH:7]=[CH:6][C:5]([C:8]([CH3:19])([CH3:18])[CH2:9][NH:10][C:11]2[S:15][N:14]=[C:13]([C:16]([NH2:17])=[O:21])[N:12]=2)=[CH:4][CH:3]=1. The yield is 0.160. (9) The reactants are Br[C:2]1[CH:3]=[CH:4][C:5]2[S:9][C:8]([CH3:10])=[N:7][C:6]=2[CH:11]=1.C1(P(C2C=CC=CC=2)C2C=CC=CC=2)C=CC=CC=1.[P:31]([O:38]CC)([O:35][CH2:36][CH3:37])[O:32][CH2:33][CH3:34].O. The catalyst is CN(C)C=O.[Pd](Cl)Cl. The yield is 0.900. The product is [CH2:33]([O:32][P:31]([C:2]1[CH:3]=[CH:4][C:5]2[S:9][C:8]([CH3:10])=[N:7][C:6]=2[CH:11]=1)(=[O:38])[O:35][CH2:36][CH3:37])[CH3:34]. (10) The reactants are [F:1][C:2]1[CH:3]=[C:4]([C:8]2[CH:16]=[CH:15][CH:14]=[C:13]3[C:9]=2[CH2:10][C:11](=[O:17])[NH:12]3)[CH:5]=[CH:6][CH:7]=1.[N:18]1([CH2:23][CH2:24][NH:25][C:26]([C:28]2[C:32]([CH3:33])=[C:31]([CH:34]=O)[NH:30][C:29]=2[CH3:36])=[O:27])[CH:22]=[CH:21][N:20]=[N:19]1. The catalyst is C(O)C.N1CCCCC1. The product is [N:18]1([CH2:23][CH2:24][NH:25][C:26]([C:28]2[C:32]([CH3:33])=[C:31]([CH:34]=[C:10]3[C:9]4[C:13](=[CH:14][CH:15]=[CH:16][C:8]=4[C:4]4[CH:5]=[CH:6][CH:7]=[C:2]([F:1])[CH:3]=4)[NH:12][C:11]3=[O:17])[NH:30][C:29]=2[CH3:36])=[O:27])[CH:22]=[CH:21][N:20]=[N:19]1. The yield is 0.420.